Dataset: Full USPTO retrosynthesis dataset with 1.9M reactions from patents (1976-2016). Task: Predict the reactants needed to synthesize the given product. Given the product [CH3:18][C:19]1[CH:23]=[C:22]([CH3:24])[N:21]([C:25]([CH3:30])([CH3:29])[C:26]([N:15]2[CH2:16][CH2:17][CH:12]([C:9]3[S:10][CH:11]=[C:7]([C:5]([O:4][CH2:2][CH3:3])=[O:6])[N:8]=3)[CH2:13][CH2:14]2)=[O:27])[N:20]=1, predict the reactants needed to synthesize it. The reactants are: [Cl-].[CH2:2]([O:4][C:5]([C:7]1[N:8]=[C:9]([CH:12]2[CH2:17][CH2:16][NH2+:15][CH2:14][CH2:13]2)[S:10][CH:11]=1)=[O:6])[CH3:3].[CH3:18][C:19]1[CH:23]=[C:22]([CH3:24])[N:21]([C:25]([CH3:30])([CH3:29])[C:26](O)=[O:27])[N:20]=1.